From a dataset of Peptide-MHC class I binding affinity with 185,985 pairs from IEDB/IMGT. Regression. Given a peptide amino acid sequence and an MHC pseudo amino acid sequence, predict their binding affinity value. This is MHC class I binding data. (1) The peptide sequence is AVIPFDDIV. The MHC is HLA-A02:03 with pseudo-sequence HLA-A02:03. The binding affinity (normalized) is 0.493. (2) The MHC is HLA-B15:01 with pseudo-sequence HLA-B15:01. The peptide sequence is KRLLLKLDF. The binding affinity (normalized) is 0.0847. (3) The peptide sequence is MKYVWPPIM. The MHC is HLA-A03:01 with pseudo-sequence HLA-A03:01. The binding affinity (normalized) is 0.0847. (4) The peptide sequence is TIHHASAPL. The MHC is HLA-B07:02 with pseudo-sequence HLA-B07:02. The binding affinity (normalized) is 0.113. (5) The peptide sequence is VVYGYFIWY. The MHC is HLA-B07:02 with pseudo-sequence HLA-B07:02. The binding affinity (normalized) is 0.0847. (6) The peptide sequence is GEGPGINPI. The MHC is HLA-A30:01 with pseudo-sequence HLA-A30:01. The binding affinity (normalized) is 0.213. (7) The peptide sequence is SHDTIGPYY. The MHC is HLA-A02:01 with pseudo-sequence HLA-A02:01. The binding affinity (normalized) is 0.0847. (8) The peptide sequence is FLHPKHWGT. The MHC is HLA-B15:01 with pseudo-sequence HLA-B15:01. The binding affinity (normalized) is 0.0847.